From a dataset of Catalyst prediction with 721,799 reactions and 888 catalyst types from USPTO. Predict which catalyst facilitates the given reaction. Reactant: C(OC(=O)C(CC)[CH2:6][CH2:7][N:8]1[C:25](=[S:26])[N:11]2[C:12]3[CH:13]=[C:14]([C:18]4[CH:23]=[CH:22][C:21]([Cl:24])=[CH:20][CH:19]=4)[O:15][C:16]=3[CH:17]=[C:10]2[C:9]1=[O:27])C.N(C[CH2:35][CH2:36][O:37][CH3:38])=C=S.C(N(CC)CC)C. Product: [CH2:36]([O:37][C:9]([C:10]1[NH:11][C:12]2[CH:13]=[C:14]([C:18]3[CH:19]=[CH:20][C:21]([Cl:24])=[CH:22][CH:23]=3)[O:15][C:16]=2[CH:17]=1)=[O:27])[CH3:35].[Cl:24][C:21]1[CH:22]=[CH:23][C:18]([C:14]2[O:15][C:16]3[CH:17]=[C:10]4[C:9](=[O:27])[N:8]([CH2:7][CH2:6][CH2:36][O:37][CH3:38])[C:25](=[S:26])[N:11]4[C:12]=3[CH:13]=2)=[CH:19][CH:20]=1. The catalyst class is: 789.